Dataset: Full USPTO retrosynthesis dataset with 1.9M reactions from patents (1976-2016). Task: Predict the reactants needed to synthesize the given product. Given the product [NH:14]1[C:4]2[C:5](=[CH:6][CH:7]=[CH:2][CH:3]=2)[CH:8]=[N:15]1, predict the reactants needed to synthesize it. The reactants are: Br[C:2]1[CH:7]=[CH:6][C:5]([CH2:8]C(=O)C)=[C:4](F)[CH:3]=1.O.[NH2:14][NH2:15].C([O-])(O)=O.[Na+].